Dataset: Full USPTO retrosynthesis dataset with 1.9M reactions from patents (1976-2016). Task: Predict the reactants needed to synthesize the given product. (1) Given the product [CH2:11]([C:9]1[S:8][C:6]2[N:7]=[C:2]([S:28][CH2:29][CH:30]([OH:33])[CH2:31][OH:32])[N:3]=[C:4]([N:13]3[CH2:18][CH2:17][N:16]([C:19](=[O:27])[CH2:20][C:21]4[CH:26]=[CH:25][CH:24]=[CH:23][CH:22]=4)[CH2:15][CH2:14]3)[C:5]=2[CH:10]=1)[CH3:12], predict the reactants needed to synthesize it. The reactants are: Cl[C:2]1[N:3]=[C:4]([N:13]2[CH2:18][CH2:17][N:16]([C:19](=[O:27])[CH2:20][C:21]3[CH:26]=[CH:25][CH:24]=[CH:23][CH:22]=3)[CH2:15][CH2:14]2)[C:5]2[CH:10]=[C:9]([CH2:11][CH3:12])[S:8][C:6]=2[N:7]=1.[SH:28][CH2:29][CH:30]([OH:33])[CH2:31][OH:32]. (2) Given the product [CH2:17]([O:10][C:5]1[CH:4]=[CH:3][C:2]([Br:1])=[CH:9][C:6]=1[CH:7]=[O:8])[C:18]1[CH:23]=[CH:22][CH:21]=[CH:20][CH:19]=1, predict the reactants needed to synthesize it. The reactants are: [Br:1][C:2]1[CH:3]=[CH:4][C:5]([OH:10])=[C:6]([CH:9]=1)[CH:7]=[O:8].C(=O)([O-])[O-].[K+].[K+].[CH2:17](Br)[C:18]1[CH:23]=[CH:22][CH:21]=[CH:20][CH:19]=1.O. (3) The reactants are: Cl.[CH3:2][O:3][CH2:4][CH2:5][N:6]1[CH2:11][CH2:10][N:9]([CH2:12][C:13]([OH:15])=O)[CH2:8][CH2:7]1.[CH2:16]([C@H:23]1[CH2:27][NH:26][C@H:25]([C:28]([NH:30][C:31]2[CH:36]=[CH:35][C:34]([O:37][C:38]3[CH:43]=[CH:42][C:41]([F:44])=[CH:40][CH:39]=3)=[CH:33][CH:32]=2)=[O:29])[CH2:24]1)[C:17]1[CH:22]=[CH:21][CH:20]=[CH:19][CH:18]=1. Given the product [CH2:16]([C@H:23]1[CH2:27][N:26]([C:13](=[O:15])[CH2:12][N:9]2[CH2:8][CH2:7][N:6]([CH2:5][CH2:4][O:3][CH3:2])[CH2:11][CH2:10]2)[C@H:25]([C:28]([NH:30][C:31]2[CH:36]=[CH:35][C:34]([O:37][C:38]3[CH:39]=[CH:40][C:41]([F:44])=[CH:42][CH:43]=3)=[CH:33][CH:32]=2)=[O:29])[CH2:24]1)[C:17]1[CH:18]=[CH:19][CH:20]=[CH:21][CH:22]=1, predict the reactants needed to synthesize it. (4) Given the product [CH3:32][NH:33][C:27]([C:19]1[C:18]2[C:13](=[N:14][CH:15]=[CH:16][CH:17]=2)[N:12]=[C:11]([CH:9]([NH:8][C:6](=[O:7])[O:5][C:1]([CH3:3])([CH3:2])[CH3:4])[CH3:10])[C:20]=1[C:21]1[CH:26]=[CH:25][CH:24]=[CH:23][N:22]=1)=[O:29], predict the reactants needed to synthesize it. The reactants are: [C:1]([O:5][C:6]([NH:8][CH:9]([C:11]1[C:20]([C:21]2[CH:26]=[CH:25][CH:24]=[CH:23][N:22]=2)=[C:19]([C:27]([OH:29])=O)[C:18]2[C:13](=[N:14][CH:15]=[CH:16][CH:17]=2)[N:12]=1)[CH3:10])=[O:7])([CH3:4])([CH3:3])[CH3:2].C1C[N:33]([P+](ON2N=NC3C=CC=CC2=3)(N2CCCC2)N2CCCC2)[CH2:32]C1.F[P-](F)(F)(F)(F)F.CN.C(N(C(C)C)C(C)C)C.